This data is from NCI-60 drug combinations with 297,098 pairs across 59 cell lines. The task is: Regression. Given two drug SMILES strings and cell line genomic features, predict the synergy score measuring deviation from expected non-interaction effect. (1) Drug 1: C1C(C(OC1N2C=NC3=C(N=C(N=C32)Cl)N)CO)O. Drug 2: CC1CCCC2(C(O2)CC(NC(=O)CC(C(C(=O)C(C1O)C)(C)C)O)C(=CC3=CSC(=N3)C)C)C. Cell line: BT-549. Synergy scores: CSS=57.7, Synergy_ZIP=-7.29, Synergy_Bliss=-7.58, Synergy_Loewe=-4.89, Synergy_HSA=-0.778. (2) Drug 2: CNC(=O)C1=NC=CC(=C1)OC2=CC=C(C=C2)NC(=O)NC3=CC(=C(C=C3)Cl)C(F)(F)F. Drug 1: C1=CC=C(C=C1)NC(=O)CCCCCCC(=O)NO. Synergy scores: CSS=6.62, Synergy_ZIP=-4.58, Synergy_Bliss=-3.93, Synergy_Loewe=-46.9, Synergy_HSA=-5.06. Cell line: A498. (3) Drug 1: CCN(CC)CCNC(=O)C1=C(NC(=C1C)C=C2C3=C(C=CC(=C3)F)NC2=O)C. Synergy scores: CSS=0.583, Synergy_ZIP=1.41, Synergy_Bliss=1.61, Synergy_Loewe=0.642, Synergy_HSA=0.324. Drug 2: CCC1(CC2CC(C3=C(CCN(C2)C1)C4=CC=CC=C4N3)(C5=C(C=C6C(=C5)C78CCN9C7C(C=CC9)(C(C(C8N6C)(C(=O)OC)O)OC(=O)C)CC)OC)C(=O)OC)O.OS(=O)(=O)O. Cell line: SNB-75. (4) Drug 1: C1=C(C(=O)NC(=O)N1)N(CCCl)CCCl. Drug 2: CC(C1=C(C=CC(=C1Cl)F)Cl)OC2=C(N=CC(=C2)C3=CN(N=C3)C4CCNCC4)N. Cell line: HT29. Synergy scores: CSS=19.7, Synergy_ZIP=-9.03, Synergy_Bliss=0.904, Synergy_Loewe=-1.32, Synergy_HSA=0.483. (5) Drug 1: COC1=NC(=NC2=C1N=CN2C3C(C(C(O3)CO)O)O)N. Drug 2: COCCOC1=C(C=C2C(=C1)C(=NC=N2)NC3=CC=CC(=C3)C#C)OCCOC.Cl. Cell line: SF-268. Synergy scores: CSS=9.00, Synergy_ZIP=-4.92, Synergy_Bliss=-4.09, Synergy_Loewe=-4.91, Synergy_HSA=-5.13.